This data is from Catalyst prediction with 721,799 reactions and 888 catalyst types from USPTO. The task is: Predict which catalyst facilitates the given reaction. (1) Reactant: [Cl:1][C:2]([O:4][C:5]1[CH:10]=[CH:9][C:8]([N+:11]([O-:13])=[O:12])=[CH:7][CH:6]=1)=[O:3].[CH3:14][N:15]1[CH2:19][CH2:18][CH2:17][CH:16]1[CH2:20][CH2:21][OH:22]. Product: [ClH:1].[C:2](=[O:3])([O:4][C:5]1[CH:6]=[CH:7][C:8]([N+:11]([O-:13])=[O:12])=[CH:9][CH:10]=1)[O:22][CH2:21][CH2:20][CH:16]1[CH2:17][CH2:18][CH2:19][N:15]1[CH3:14]. The catalyst class is: 27. (2) Reactant: [CH2:1]([NH:13][C:14](=[O:23])[C:15]1[CH:20]=[CH:19][C:18]([CH:21]=O)=[CH:17][CH:16]=1)[CH2:2][CH2:3][CH2:4][CH2:5][CH2:6][CH2:7][CH2:8][CH2:9][CH2:10][CH2:11][CH3:12].C(O)(=O)C.[F:28][C:29]([F:38])([F:37])[C:30]1[CH:35]=[CH:34][C:33]([NH2:36])=[CH:32][CH:31]=1.[BH-](OC(C)=O)(OC(C)=O)OC(C)=O.[Na+].C([O-])(O)=O.[Na+]. Product: [CH2:1]([NH:13][C:14](=[O:23])[C:15]1[CH:20]=[CH:19][C:18]([CH2:21][NH:36][C:33]2[CH:34]=[CH:35][C:30]([C:29]([F:28])([F:37])[F:38])=[CH:31][CH:32]=2)=[CH:17][CH:16]=1)[CH2:2][CH2:3][CH2:4][CH2:5][CH2:6][CH2:7][CH2:8][CH2:9][CH2:10][CH2:11][CH3:12]. The catalyst class is: 26. (3) Reactant: [C:1](N1C=CN=C1)(N1C=CN=C1)=[O:2].[N:13]1[CH:18]=[CH:17][CH:16]=[C:15]([CH2:19][OH:20])[CH:14]=1.[NH2:21][C:22]1[S:23][CH:24]=[C:25]([CH2:27][C:28]([OH:30])=[O:29])[N:26]=1.C1CCN2C(=NCCC2)CC1.C(N(CC)CC)C. Product: [N:13]1[CH:18]=[CH:17][CH:16]=[C:15]([CH2:19][O:20][C:1]([NH:21][C:22]2[S:23][CH:24]=[C:25]([CH2:27][C:28]([OH:30])=[O:29])[N:26]=2)=[O:2])[CH:14]=1. The catalyst class is: 1. (4) Reactant: [F:1][C:2]1[CH:10]=[C:9]2[C:5]([CH2:6][CH2:7][N:8]2[CH:11]2[CH2:16][CH2:15][N:14]([C:17]([NH:19][C:20]3[S:21][C:22]([C:25](OC)=[O:26])=[CH:23][N:24]=3)=[O:18])[CH2:13][CH2:12]2)=[CH:4][CH:3]=1.CC(C[AlH]CC(C)C)C.C(O)(=O)C(C(C(O)=O)O)O.[Na]. Product: [F:1][C:2]1[CH:10]=[C:9]2[C:5]([CH2:6][CH2:7][N:8]2[CH:11]2[CH2:16][CH2:15][N:14]([C:17]([NH:19][C:20]3[S:21][C:22]([CH2:25][OH:26])=[CH:23][N:24]=3)=[O:18])[CH2:13][CH2:12]2)=[CH:4][CH:3]=1. The catalyst class is: 2. (5) Reactant: [CH3:1][N:2]([CH3:25])[C:3]1[CH:4]=[CH:5][C:6]([Si:21]([CH3:24])([CH3:23])[CH3:22])=[C:7]([CH:20]=1)[C:8]([N:10](CC)[CH:11](OC)[C:12](C)(C)C)=[O:9].I[Si](C)(C)C. Product: [CH3:25][N:2]([CH3:1])[C:3]1[CH:4]=[CH:5][C:6]([Si:21]([CH3:23])([CH3:22])[CH3:24])=[C:7]([CH:20]=1)[C:8]([NH:10][CH2:11][CH3:12])=[O:9]. The catalyst class is: 2.